This data is from Full USPTO retrosynthesis dataset with 1.9M reactions from patents (1976-2016). The task is: Predict the reactants needed to synthesize the given product. (1) Given the product [CH2:1]([O:5][CH2:6][CH2:7][O:8][C:9]1[CH:10]=[CH:11][C:12]([C:15]2[CH:16]=[CH:17][C:18]3[N:24]([CH2:25][CH:26]([CH3:27])[CH3:28])[CH2:23][CH2:22][C:21]([C:29]([NH:31][C:32]4[CH:33]=[CH:34][C:35]([S:38]([CH2:39][C:40]5[N:41]=[N:42][N:43]([CH3:45])[N:44]=5)=[O:55])=[CH:36][CH:37]=4)=[O:30])=[CH:20][C:19]=3[CH:46]=2)=[CH:13][CH:14]=1)[CH2:2][CH2:3][CH3:4], predict the reactants needed to synthesize it. The reactants are: [CH2:1]([O:5][CH2:6][CH2:7][O:8][C:9]1[CH:14]=[CH:13][C:12]([C:15]2[CH:16]=[CH:17][C:18]3[N:24]([CH2:25][CH:26]([CH3:28])[CH3:27])[CH2:23][CH2:22][C:21]([C:29]([NH:31][C:32]4[CH:37]=[CH:36][C:35]([S:38][CH2:39][C:40]5[N:41]=[N:42][N:43]([CH3:45])[N:44]=5)=[CH:34][CH:33]=4)=[O:30])=[CH:20][C:19]=3[CH:46]=2)=[CH:11][CH:10]=1)[CH2:2][CH2:3][CH3:4].ClC1C=CC=C(C(OO)=[O:55])C=1.S([O-])([O-])(=O)=S.[Na+].[Na+]. (2) Given the product [ClH:21].[F:20][C:17]1[CH:16]=[CH:15][C:14]([C@@H:10]2[O:11][CH2:12][CH2:13][NH:8][CH2:9]2)=[CH:19][CH:18]=1, predict the reactants needed to synthesize it. The reactants are: C([N:8]1[CH2:13][CH2:12][O:11][C@@H:10]([C:14]2[CH:19]=[CH:18][C:17]([F:20])=[CH:16][CH:15]=2)[CH2:9]1)C1C=CC=CC=1.[Cl:21]C(OC(Cl)C)=O.CCOC(C)=O.CCOC(C)=O.CO. (3) Given the product [CH3:1][C:2]1[C:11](=[O:12])[C:10]2[C:5](=[CH:6][CH:7]=[CH:8][CH:9]=2)[NH:4][C:3]=1[CH2:13][O:14][C:15]1[CH:23]=[CH:22][C:18]([C:19]([N:55]2[CH2:60][CH2:59][O:58][CH2:57][CH2:56]2)=[O:21])=[C:17]([O:24][CH2:25][CH:26]2[CH2:31][CH2:30][O:29][CH2:28][CH2:27]2)[CH:16]=1, predict the reactants needed to synthesize it. The reactants are: [CH3:1][C:2]1[C:11](=[O:12])[C:10]2[C:5](=[CH:6][CH:7]=[CH:8][CH:9]=2)[NH:4][C:3]=1[CH2:13][O:14][C:15]1[CH:23]=[CH:22][C:18]([C:19]([OH:21])=O)=[C:17]([O:24][CH2:25][CH:26]2[CH2:31][CH2:30][O:29][CH2:28][CH2:27]2)[CH:16]=1.O.ON1C2C=CC=CC=2N=N1.Cl.C(N=C=NCCCN(C)C)C.[NH:55]1[CH2:60][CH2:59][O:58][CH2:57][CH2:56]1. (4) Given the product [N:8]([CH2:9][CH2:10][O:11][C:12](=[O:16])[C:13]([CH3:15])=[CH2:14])=[C:6]=[O:7], predict the reactants needed to synthesize it. The reactants are: N1([C:6]([NH:8][CH2:9][CH2:10][O:11][C:12](=[O:16])[C:13]([CH3:15])=[CH2:14])=[O:7])C=CN=C1.Cl.ClCl. (5) Given the product [CH2:15]([O:18][C:6]1[CH:5]=[CH:14][C:13]([NH2:12])=[CH:8][CH:7]=1)[CH2:23][CH2:22][CH3:28], predict the reactants needed to synthesize it. The reactants are: [N:12]1[C:14]2[C:5](=[CH:6][CH:7]=[C:8]3[C:13]=2[N:12]=[CH:14][CH:5]=[CH:6]3)[CH:7]=[CH:8][CH:13]=1.[C:15]([O-:18])([O-])=O.[Cs+].[Cs+].I[C:22]1[CH:28]=CC(N)=C[CH:23]=1. (6) The reactants are: [Br:1][C:2]1[C:10]2[C:6](=[N:7]S[N:9]=2)[C:5]([CH3:11])=[CH:4][CH:3]=1.[Mg]. Given the product [Br:1][C:2]1[CH:3]=[CH:4][C:5]([CH3:11])=[C:6]([NH2:7])[C:10]=1[NH2:9], predict the reactants needed to synthesize it. (7) Given the product [CH2:24]([O:1][C:2]1[CH:3]=[C:4]([C:8]2([C:22]#[N:23])[CH2:9][CH2:10][N:11]([C:14]3[CH:19]=[CH:18][CH:17]=[CH:16][C:15]=3[O:20][CH3:21])[CH2:12][CH2:13]2)[CH:5]=[CH:6][CH:7]=1)[CH3:25], predict the reactants needed to synthesize it. The reactants are: [OH:1][C:2]1[CH:3]=[C:4]([C:8]2([C:22]#[N:23])[CH2:13][CH2:12][N:11]([C:14]3[CH:19]=[CH:18][CH:17]=[CH:16][C:15]=3[O:20][CH3:21])[CH2:10][CH2:9]2)[CH:5]=[CH:6][CH:7]=1.[CH2:24](I)[CH3:25].C(=O)([O-])[O-].[K+].[K+].O. (8) Given the product [O:4]=[C:2]1[NH:19][C:20]2=[N:21][CH:22]=[CH:23][C:24]([O:27][C:28]3[CH:33]=[CH:32][C:31]([NH:34][C:35](=[O:40])[C:36]([F:37])([F:38])[F:39])=[C:30]([F:41])[CH:29]=3)=[C:25]2[NH:26]1, predict the reactants needed to synthesize it. The reactants are: Cl[C:2](Cl)([O:4]C(=O)OC(Cl)(Cl)Cl)Cl.N1C=CC=CC=1.[NH2:19][C:20]1[C:25]([NH2:26])=[C:24]([O:27][C:28]2[CH:33]=[CH:32][C:31]([NH:34][C:35](=[O:40])[C:36]([F:39])([F:38])[F:37])=[C:30]([F:41])[CH:29]=2)[CH:23]=[CH:22][N:21]=1. (9) Given the product [CH3:10][N:12]([CH2:13][C:2]1[N:1]([CH3:22])[C:9]2[C:4]([CH:3]=1)=[CH:5][CH:6]=[CH:7][CH:8]=2)[C:17](=[O:20])[CH:18]=[CH2:19], predict the reactants needed to synthesize it. The reactants are: [NH:1]1[C:9]2[C:4](=[CH:5][CH:6]=[CH:7][CH:8]=2)[CH:3]=[CH:2]1.[CH2:10]([N:12](CC)[CH2:13]C)C.[C:17](Cl)(=[O:20])[CH:18]=[CH2:19].[CH2:22](Cl)Cl.